Dataset: NCI-60 drug combinations with 297,098 pairs across 59 cell lines. Task: Regression. Given two drug SMILES strings and cell line genomic features, predict the synergy score measuring deviation from expected non-interaction effect. (1) Drug 1: C1CC(=O)NC(=O)C1N2C(=O)C3=CC=CC=C3C2=O. Drug 2: CC1C(C(CC(O1)OC2CC(CC3=C2C(=C4C(=C3O)C(=O)C5=CC=CC=C5C4=O)O)(C(=O)C)O)N)O. Cell line: A498. Synergy scores: CSS=68.9, Synergy_ZIP=8.95, Synergy_Bliss=11.6, Synergy_Loewe=-39.4, Synergy_HSA=9.98. (2) Drug 1: C1CCN(CC1)CCOC2=CC=C(C=C2)C(=O)C3=C(SC4=C3C=CC(=C4)O)C5=CC=C(C=C5)O. Drug 2: C1CN(CCN1C(=O)CCBr)C(=O)CCBr. Cell line: U251. Synergy scores: CSS=16.0, Synergy_ZIP=-8.07, Synergy_Bliss=-1.98, Synergy_Loewe=-1.28, Synergy_HSA=-1.54. (3) Drug 1: C1=CC(=CC=C1CCCC(=O)O)N(CCCl)CCCl. Drug 2: CCN(CC)CCNC(=O)C1=C(NC(=C1C)C=C2C3=C(C=CC(=C3)F)NC2=O)C. Cell line: HCT-15. Synergy scores: CSS=19.9, Synergy_ZIP=-4.00, Synergy_Bliss=-1.55, Synergy_Loewe=-2.06, Synergy_HSA=-1.39. (4) Drug 2: CC1C(C(CC(O1)OC2CC(CC3=C2C(=C4C(=C3O)C(=O)C5=C(C4=O)C(=CC=C5)OC)O)(C(=O)CO)O)N)O.Cl. Synergy scores: CSS=22.7, Synergy_ZIP=0.141, Synergy_Bliss=-2.47, Synergy_Loewe=-19.0, Synergy_HSA=-4.92. Cell line: MDA-MB-231. Drug 1: CNC(=O)C1=CC=CC=C1SC2=CC3=C(C=C2)C(=NN3)C=CC4=CC=CC=N4. (5) Drug 1: COC1=CC(=CC(=C1O)OC)C2C3C(COC3=O)C(C4=CC5=C(C=C24)OCO5)OC6C(C(C7C(O6)COC(O7)C8=CC=CS8)O)O. Drug 2: CCC1(CC2CC(C3=C(CCN(C2)C1)C4=CC=CC=C4N3)(C5=C(C=C6C(=C5)C78CCN9C7C(C=CC9)(C(C(C8N6C)(C(=O)OC)O)OC(=O)C)CC)OC)C(=O)OC)O.OS(=O)(=O)O. Cell line: COLO 205. Synergy scores: CSS=66.1, Synergy_ZIP=1.47, Synergy_Bliss=0.0488, Synergy_Loewe=-0.726, Synergy_HSA=0.334. (6) Drug 1: COC1=CC(=CC(=C1O)OC)C2C3C(COC3=O)C(C4=CC5=C(C=C24)OCO5)OC6C(C(C7C(O6)COC(O7)C8=CC=CS8)O)O. Drug 2: CC1=C(N=C(N=C1N)C(CC(=O)N)NCC(C(=O)N)N)C(=O)NC(C(C2=CN=CN2)OC3C(C(C(C(O3)CO)O)O)OC4C(C(C(C(O4)CO)O)OC(=O)N)O)C(=O)NC(C)C(C(C)C(=O)NC(C(C)O)C(=O)NCCC5=NC(=CS5)C6=NC(=CS6)C(=O)NCCC[S+](C)C)O. Cell line: NCI/ADR-RES. Synergy scores: CSS=11.0, Synergy_ZIP=-3.28, Synergy_Bliss=2.71, Synergy_Loewe=-4.61, Synergy_HSA=2.69. (7) Drug 1: CS(=O)(=O)C1=CC(=C(C=C1)C(=O)NC2=CC(=C(C=C2)Cl)C3=CC=CC=N3)Cl. Drug 2: CC(C)NC(=O)C1=CC=C(C=C1)CNNC.Cl. Cell line: HCT116. Synergy scores: CSS=4.30, Synergy_ZIP=-0.991, Synergy_Bliss=-3.13, Synergy_Loewe=-5.90, Synergy_HSA=-5.97. (8) Drug 1: CC1=CC2C(CCC3(C2CCC3(C(=O)C)OC(=O)C)C)C4(C1=CC(=O)CC4)C. Drug 2: C1C(C(OC1N2C=NC3=C(N=C(N=C32)Cl)N)CO)O. Cell line: T-47D. Synergy scores: CSS=3.80, Synergy_ZIP=-4.55, Synergy_Bliss=-5.62, Synergy_Loewe=-5.81, Synergy_HSA=-5.76.